This data is from Retrosynthesis with 50K atom-mapped reactions and 10 reaction types from USPTO. The task is: Predict the reactants needed to synthesize the given product. (1) Given the product CC(C)(C)OC(=O)c1ccc(Br)c(CBr)c1, predict the reactants needed to synthesize it. The reactants are: Cc1cc(C(=O)OC(C)(C)C)ccc1Br.O=C1CCC(=O)N1Br. (2) Given the product Cc1c(-c2ccccc2)n(Cc2ccccc2)c2cc(-c3ccc(OCC#N)cc3)ccc12, predict the reactants needed to synthesize it. The reactants are: Cc1c(-c2ccccc2)n(Cc2ccccc2)c2cc(-c3ccc(O)cc3)ccc12.N#CCBr. (3) Given the product CC1(C(=O)Nc2c(S)ccc3ccccc23)CCCCC1, predict the reactants needed to synthesize it. The reactants are: CC1(C(=O)Nc2c(SC(=O)C3(C)CCCCC3)ccc3ccccc23)CCCCC1. (4) Given the product CS(=O)(=O)NCc1ccc(-c2ccc([C@@H](OC(=O)CCCBr)[C@@H](CF)NC(=O)C(F)F)cc2)cn1, predict the reactants needed to synthesize it. The reactants are: CS(=O)(=O)NCc1ccc(-c2ccc([C@@H](O)[C@@H](CF)NC(=O)C(F)F)cc2)cn1.O=C(Cl)CCCBr. (5) Given the product OCCc1ccc(Cc2cc(C(F)(F)F)nc(OC3CCCC3)n2)cc1, predict the reactants needed to synthesize it. The reactants are: COC(=O)Cc1ccc(Cc2cc(C(F)(F)F)nc(OC3CCCC3)n2)cc1. (6) Given the product O=C(/C=C/c1ccc(C(F)(F)F)cc1-c1nccs1)Nc1ccc2[nH]ccc2c1, predict the reactants needed to synthesize it. The reactants are: CCCC[Sn](CCCC)(CCCC)c1nccs1.O=C(/C=C/c1ccc(C(F)(F)F)cc1Br)Nc1ccc2[nH]ccc2c1.